From a dataset of Reaction yield outcomes from USPTO patents with 853,638 reactions. Predict the reaction yield, written as a fraction of the theoretical maximum amount of product (1.0 means a 100% yield; for example, 0.34 means a 34% yield). The reactants are C([O:3][C:4](=[O:33])[CH2:5][CH2:6][C:7]1[CH:12]=[CH:11][CH:10]=[C:9]([N:13]2[C:17]([NH:18][C:19]([NH:21][C:22]3[CH:27]=[CH:26][C:25]([F:28])=[CH:24][CH:23]=3)=[O:20])=[CH:16][C:15]([C:29]([CH3:32])([CH3:31])[CH3:30])=[N:14]2)[CH:8]=1)C.[Li+].[OH-]. The catalyst is CO. The product is [C:29]([C:15]1[CH:16]=[C:17]([NH:18][C:19]([NH:21][C:22]2[CH:23]=[CH:24][C:25]([F:28])=[CH:26][CH:27]=2)=[O:20])[N:13]([C:9]2[CH:8]=[C:7]([CH2:6][CH2:5][C:4]([OH:33])=[O:3])[CH:12]=[CH:11][CH:10]=2)[N:14]=1)([CH3:32])([CH3:30])[CH3:31]. The yield is 0.900.